This data is from Full USPTO retrosynthesis dataset with 1.9M reactions from patents (1976-2016). The task is: Predict the reactants needed to synthesize the given product. (1) Given the product [Si:19]([O:36][CH2:37][CH2:38][N:39]1[CH:43]=[C:42]([C:8]2[CH:7]=[CH:6][C:4]([NH2:5])=[C:3]([O:2][CH3:1])[CH:9]=2)[CH:41]=[N:40]1)([C:32]([CH3:35])([CH3:33])[CH3:34])([C:20]1[CH:25]=[CH:24][CH:23]=[CH:22][CH:21]=1)[C:26]1[CH:31]=[CH:30][CH:29]=[CH:28][CH:27]=1, predict the reactants needed to synthesize it. The reactants are: [CH3:1][O:2][C:3]1[CH:9]=[C:8](B2OC(C)(C)C(C)(C)O2)[CH:7]=[CH:6][C:4]=1[NH2:5].[Si:19]([O:36][CH2:37][CH2:38][N:39]1[CH:43]=[C:42](I)[CH:41]=[N:40]1)([C:32]([CH3:35])([CH3:34])[CH3:33])([C:26]1[CH:31]=[CH:30][CH:29]=[CH:28][CH:27]=1)[C:20]1[CH:25]=[CH:24][CH:23]=[CH:22][CH:21]=1.C(=O)([O-])[O-].[Na+].[Na+]. (2) Given the product [CH3:1][C:2]1[N:7]=[C:6]([C:8]([N:55]2[CH:53]3[CH2:52][CH2:51][CH:50]2[CH:49]([CH2:48][O:47][C:43]2[N:42]=[N:41][CH:46]=[CH:45][CH:44]=2)[CH2:54]3)=[O:10])[C:5]([N:11]2[N:15]=[CH:14][CH:13]=[N:12]2)=[CH:4][CH:3]=1, predict the reactants needed to synthesize it. The reactants are: [CH3:1][C:2]1[N:7]=[C:6]([C:8]([OH:10])=O)[C:5]([N:11]2[N:15]=[CH:14][CH:13]=[N:12]2)=[CH:4][CH:3]=1.CN(C(ON1N=NC2C=CC=CC1=2)=[N+](C)C)C.F[P-](F)(F)(F)(F)F.Cl.[N:41]1[CH:46]=[CH:45][CH:44]=[C:43]([O:47][CH2:48][CH:49]2[CH2:54][CH:53]3[NH:55][CH:50]2[CH2:51][CH2:52]3)[N:42]=1.C([O-])(O)=O.[Na+]. (3) Given the product [C:2]([N+:6]([O-:7])=[CH:13][C:12]1[CH:15]=[CH:16][CH:17]=[CH:18][C:11]=1[S:10][CH2:8][CH3:9])([CH3:5])([CH3:4])[CH3:3], predict the reactants needed to synthesize it. The reactants are: Cl.[C:2]([NH:6][OH:7])([CH3:5])([CH3:4])[CH3:3].[CH2:8]([S:10][C:11]1[CH:18]=[CH:17][CH:16]=[CH:15][C:12]=1[CH:13]=O)[CH3:9]. (4) Given the product [CH3:1][C:2]1[CH:3]=[C:4]([C:39]2[CH:38]=[CH:37][C:36]([F:35])=[C:41]([F:42])[C:40]=2[F:43])[C:5]([CH2:12][N:13]2[CH2:33][CH2:32][C:16]3([O:20][C:19](=[O:21])[N:18]([C:22]4[CH:31]=[CH:30][C:25]([C:26]([OH:28])=[O:27])=[CH:24][CH:23]=4)[CH2:17]3)[CH2:15][CH2:14]2)=[CH:6][C:7]=1[C:8]([F:11])([F:9])[F:10], predict the reactants needed to synthesize it. The reactants are: [CH3:1][C:2]1[C:7]([C:8]([F:11])([F:10])[F:9])=[CH:6][C:5]([CH2:12][N:13]2[CH2:33][CH2:32][C:16]3([O:20][C:19](=[O:21])[N:18]([C:22]4[CH:31]=[CH:30][C:25]([C:26]([O:28]C)=[O:27])=[CH:24][CH:23]=4)[CH2:17]3)[CH2:15][CH2:14]2)=[C:4](Br)[CH:3]=1.[F:35][C:36]1[C:41]([F:42])=[C:40]([F:43])[CH:39]=[CH:38][C:37]=1B(O)O.O.[OH-].[Li+]. (5) Given the product [C:28]([O:27][C:25]([N:12]([CH2:13][C:14]1[N:19]2[CH:20]=[CH:21][N:22]=[C:18]2[CH:17]=[CH:16][CH:15]=1)[CH2:11][CH2:10][CH2:9][CH2:8][CH2:7][NH:6][S:3]([C:2]([F:1])([F:23])[F:24])(=[O:5])=[O:4])=[O:26])([CH3:31])([CH3:30])[CH3:29], predict the reactants needed to synthesize it. The reactants are: [F:1][C:2]([F:24])([F:23])[S:3]([NH:6][CH2:7][CH2:8][CH2:9][CH2:10][CH2:11][NH:12][CH2:13][C:14]1[N:19]2[CH:20]=[CH:21][N:22]=[C:18]2[CH:17]=[CH:16][CH:15]=1)(=[O:5])=[O:4].[C:25](O[C:25]([O:27][C:28]([CH3:31])([CH3:30])[CH3:29])=[O:26])([O:27][C:28]([CH3:31])([CH3:30])[CH3:29])=[O:26]. (6) Given the product [CH2:1]([O:3][C:4]([C:6]1[C:14]2[C:9](=[CH:10][C:11]([O:15][Si:16]([C:29]([CH3:31])([CH3:30])[CH3:32])([C:23]3[CH:24]=[CH:25][CH:26]=[CH:27][CH:28]=3)[C:17]3[CH:22]=[CH:21][CH:20]=[CH:19][CH:18]=3)=[CH:12][CH:13]=2)[N:8]([CH:34]2[CH2:35][CH2:36][CH2:37][CH2:38][O:33]2)[N:7]=1)=[O:5])[CH3:2], predict the reactants needed to synthesize it. The reactants are: [CH2:1]([O:3][C:4]([C:6]1[C:14]2[C:9](=[CH:10][C:11]([O:15][Si:16]([C:29]([CH3:32])([CH3:31])[CH3:30])([C:23]3[CH:28]=[CH:27][CH:26]=[CH:25][CH:24]=3)[C:17]3[CH:22]=[CH:21][CH:20]=[CH:19][CH:18]=3)=[CH:12][CH:13]=2)[NH:8][N:7]=1)=[O:5])[CH3:2].[O:33]1[CH:38]=[CH:37][CH2:36][CH2:35][CH2:34]1.O.C1(C)C(S(O)(=O)=O)=CC=CC=1.C(=O)([O-])O.[Na+]. (7) The reactants are: Br[C:2]1[CH:11]=[C:10]2[C:5]([C:6]([Cl:22])=[CH:7][N:8]([CH2:13][C:14]3[CH:19]=[CH:18][C:17]([O:20][CH3:21])=[CH:16][CH:15]=3)[C:9]2=[O:12])=[CH:4][CH:3]=1.O1CCOCC1.[CH2:29]([SH:36])[C:30]1[CH:35]=[CH:34][CH:33]=[CH:32][CH:31]=1. Given the product [CH2:29]([S:36][C:2]1[CH:11]=[C:10]2[C:5]([C:6]([Cl:22])=[CH:7][N:8]([CH2:13][C:14]3[CH:19]=[CH:18][C:17]([O:20][CH3:21])=[CH:16][CH:15]=3)[C:9]2=[O:12])=[CH:4][CH:3]=1)[C:30]1[CH:35]=[CH:34][CH:33]=[CH:32][CH:31]=1, predict the reactants needed to synthesize it.